This data is from Experimentally validated miRNA-target interactions with 360,000+ pairs, plus equal number of negative samples. The task is: Binary Classification. Given a miRNA mature sequence and a target amino acid sequence, predict their likelihood of interaction. (1) The miRNA is hsa-miR-340-5p with sequence UUAUAAAGCAAUGAGACUGAUU. The protein sequence of the target gene is MATAQLSHCITIHKASKETVFPSQITNEHESLKMVKKLFATSISCITYLRGLFPESSYGERHLDDLSLKILREDKKCPGSLHIIRWIQGCFDALEKRYLRMAVLTLYTDPMGSEKVTEMYQFKFKYTKEGATMDFDSHSSSTSFESGTNNEDIKKASVLLIRKLYILMQDLEPLPNNVVLTMKLHYYNAVTPHDYQPLGFKEGVNSHFLLFDKEPINVQVGFVSTGFHSMKVKVMTEATKVIDLENNLFRENSTTEIAHQGLDCDEEEECNDHIQRMNFVCSQQSSECSRKKRKVSEPVK.... Result: 0 (no interaction). (2) The miRNA is rno-let-7d-3p with sequence CUAUACGACCUGCUGCCUUUCU. The protein sequence of the target gene is MRGRLCVGRAAAAAAAVAVPLAGGQEGSPGGGRRGSRGTTMVKKRKGRVVIDSDTEDSGSDENLDQELLSLAKRKRSDSEEKEPPVSQPAASSDSETSDSDDEWTFGSNKNKKKGKARKIEKKGTMKKQANKTASSGSSDKDSSAESSAPEEGEVSDSDSNSSSSSSDSDSSSEDEEFHDGYGEDLMGDEEDRARLEQMTEKEREQELFNRIEKREVLKRRFEIKKKLKTAKKKEKKEKKKKQEEEQEKKKLTQIQESQVTSHNKERRSKRDEKLDKKSQAMEELKAEREKRKNRTAELL.... Result: 0 (no interaction). (3) The miRNA is mmu-miR-3089-5p with sequence UGAGUUCAGGGACAGCGUGUCU. Result: 0 (no interaction). The protein sequence of the target gene is MGIWQRLLLFGGVSLRAGGGATAPLGGSRAMVCGRQLSGAGSETLKQRRTQIMSRGLPKQKPIEGVKQVIVVASGKGGVGKSTTAVNLALALAANDSSKAIGLLDVDVYGPSVPKMMNLKGNPELSQSNLMRPLLNYGIACMSMGFLVEESEPVVWRGLMVMSAIEKLLRQVDWGQLDYLVVDMPPGTGDVQLSVSQNIPITGAVIVSTPQDIALMDAHKGAEMFRRVHVPVLGLVQNMSVFQCPKCKHKTHIFGADGARKLAQTLGLEVLGDIPLHLNIREASDTGQPIVFSQPESDEA.... (4) The miRNA is hsa-miR-6833-5p with sequence GUGUGGAAGAUGGGAGGAGAAA. The protein sequence of the target gene is MEVLQCDGCDFRAPSYEDLKAHIQDVHTAFLQPTDVAEDNVNELRCGSVNASNQTEVEFSSIKDEFAIAEDLSGQNATSLGTGGYYGHSPGYYGQHIAANPKPTNKFFQCKFCVRYFRSKNLLIEHTRKVHGAQAEGSSSGPPVPGSLNYNIMMHEGFGKVFSCQFCTYKSPRRARIIKHQKMYHKNNLKETTAPPPAPAPMPDPVVPPVSLQDPCKELPAEVVERSILESMVKPLTKSRGNFCCEWCSYQTPRRERWCDHMMKKHRSMVKILSSLRQQQEGTNLPDVPNKSAPSPTSNS.... Result: 0 (no interaction).